This data is from Forward reaction prediction with 1.9M reactions from USPTO patents (1976-2016). The task is: Predict the product of the given reaction. Given the reactants C(Cl)(=O)C(Cl)=O.[C:7]12([NH:17][C:18](=[O:24])[CH2:19][CH2:20][CH2:21][CH2:22][OH:23])[CH2:16][CH:11]3[CH2:12][CH:13]([CH2:15][CH:9]([CH2:10]3)[CH2:8]1)[CH2:14]2.C(N(CC)CC)C, predict the reaction product. The product is: [C:7]12([NH:17][C:18](=[O:24])[CH2:19][CH2:20][CH2:21][CH:22]=[O:23])[CH2:16][CH:11]3[CH2:10][CH:9]([CH2:15][CH:13]([CH2:12]3)[CH2:14]1)[CH2:8]2.